From a dataset of Forward reaction prediction with 1.9M reactions from USPTO patents (1976-2016). Predict the product of the given reaction. (1) Given the reactants C([C@H:3]([S:7]([C:35]1[CH:40]=[CH:39][CH:38]=[CH:37][CH:36]=1)(=[N:9][C:10]([C:12]1[CH:13]=[N:14][CH:15]=[C:16]([C:18]#[C:19][C:20]2[CH:25]=[CH:24][CH:23]=[C:22]([NH:26][C:27]([C:29]3[O:30][CH:31]=[CH:32][C:33]=3[CH3:34])=[O:28])[CH:21]=2)[CH:17]=1)=[O:11])=[O:8])[C:4]([O-])=[O:5])C.[NH:41]1[CH2:51][CH2:50][CH2:49][CH:43]([C:44]([O:46][CH2:47][CH3:48])=[O:45])[CH2:42]1, predict the reaction product. The product is: [CH3:34][C:33]1[CH:32]=[CH:31][O:30][C:29]=1[C:27]([NH:26][C:22]1[CH:21]=[C:20]([C:19]#[C:18][C:16]2[CH:17]=[C:12]([C:10]([N:9]=[S:7]([CH2:3][C:4]([N:41]3[CH2:51][CH2:50][CH2:49][C@H:43]([C:44]([O:46][CH2:47][CH3:48])=[O:45])[CH2:42]3)=[O:5])([C:35]3[CH:40]=[CH:39][CH:38]=[CH:37][CH:36]=3)=[O:8])=[O:11])[CH:13]=[N:14][CH:15]=2)[CH:25]=[CH:24][CH:23]=1)=[O:28]. (2) Given the reactants [S:1]([N:11]1[C:19]2[CH:18]=[CH:17][CH:16]=[C:15]([NH2:20])[C:14]=2[CH:13]=[CH:12]1)([C:4]1[CH:10]=[CH:9][C:7]([CH3:8])=[CH:6][CH:5]=1)(=[O:3])=[O:2].C1C(=O)N([Br:28])C(=O)C1, predict the reaction product. The product is: [Br:28][C:16]1[CH:17]=[CH:18][C:19]2[N:11]([S:1]([C:4]3[CH:5]=[CH:6][C:7]([CH3:8])=[CH:9][CH:10]=3)(=[O:2])=[O:3])[CH:12]=[CH:13][C:14]=2[C:15]=1[NH2:20]. (3) Given the reactants [F:1][C:2]1[CH:11]=[CH:10][C:9]([O:12][CH2:13][CH2:14][CH3:15])=[C:8]2[C:3]=1[C:4](=[O:28])[C:5]([C:20]1[CH:25]=[CH:24][C:23]([O:26][CH3:27])=[CH:22][CH:21]=1)=[CH:6][N:7]2[CH2:16][C:17]([OH:19])=O.[NH2:29][CH2:30][CH2:31][N:32]1[CH2:37][CH2:36][O:35][CH2:34][CH2:33]1.C(N(CC)CC)C.C(OP(C#N)(=O)OCC)C, predict the reaction product. The product is: [F:1][C:2]1[CH:11]=[CH:10][C:9]([O:12][CH2:13][CH2:14][CH3:15])=[C:8]2[C:3]=1[C:4](=[O:28])[C:5]([C:20]1[CH:25]=[CH:24][C:23]([O:26][CH3:27])=[CH:22][CH:21]=1)=[CH:6][N:7]2[CH2:16][C:17]([NH:29][CH2:30][CH2:31][N:32]1[CH2:37][CH2:36][O:35][CH2:34][CH2:33]1)=[O:19]. (4) Given the reactants FC(F)(F)[C:3]([N:5]1[CH2:10][CH2:9][CH:8]([O:11][C:12]2[CH:13]=[C:14]([CH:17]=[CH:18][CH:19]=2)[CH:15]=[O:16])[CH2:7][CH2:6]1)=O.[CH2:22]1OC1C.[CH3:26][OH:27], predict the reaction product. The product is: [OH:27][CH:26]([CH3:22])[CH2:3][N:5]1[CH2:10][CH2:9][CH:8]([O:11][C:12]2[CH:13]=[C:14]([CH:17]=[CH:18][CH:19]=2)[CH:15]=[O:16])[CH2:7][CH2:6]1. (5) Given the reactants Cl.[NH2:2][CH2:3][C:4]1[CH:9]=[C:8]([F:10])[C:7]([NH:11][S:12]([CH3:15])(=[O:14])=[O:13])=[C:6]([F:16])[CH:5]=1.[C:17]([C:21]1[N:26]=[CH:25][C:24]([CH:27]=[CH:28][C:29](O)=[O:30])=[CH:23][CH:22]=1)([CH3:20])([CH3:19])[CH3:18], predict the reaction product. The product is: [C:17]([C:21]1[N:26]=[CH:25][C:24]([CH:27]=[CH:28][C:29]([NH:2][CH2:3][C:4]2[CH:5]=[C:6]([F:16])[C:7]([NH:11][S:12]([CH3:15])(=[O:14])=[O:13])=[C:8]([F:10])[CH:9]=2)=[O:30])=[CH:23][CH:22]=1)([CH3:20])([CH3:18])[CH3:19]. (6) The product is: [CH:13]([C:10]1[CH:11]=[CH:12][C:7]([C:28]2[CH:27]=[CH:26][C:25]3[C:30](=[CH:31][CH:32]=[C:23]([CH:20]([CH3:22])[CH3:21])[CH:24]=3)[CH:29]=2)=[C:8]([CH:9]=1)[CH:16]=[O:17])([CH3:15])[CH3:14]. Given the reactants FC(F)(F)S(O[C:7]1[CH:12]=[CH:11][C:10]([CH:13]([CH3:15])[CH3:14])=[CH:9][C:8]=1[CH:16]=[O:17])(=O)=O.[CH:20]([C:23]1[CH:24]=[C:25]2[C:30](=[CH:31][CH:32]=1)[CH:29]=[C:28](B(O)O)[CH:27]=[CH:26]2)([CH3:22])[CH3:21].C(=O)([O-])[O-].[Na+].[Na+], predict the reaction product. (7) Given the reactants [NH2:1][CH:2]([C:7]1[CH:12]=[CH:11][CH:10]=[CH:9][CH:8]=1)[CH2:3][C:4]([OH:6])=[O:5].[OH-].[Na+].[Cl:15][C:16]1[CH:21]=[C:20]([Cl:22])[CH:19]=[C:18]([Cl:23])[C:17]=1[S:24](Cl)(=[O:26])=[O:25], predict the reaction product. The product is: [C:7]1([CH:2]([NH:1][S:24]([C:17]2[C:18]([Cl:23])=[CH:19][C:20]([Cl:22])=[CH:21][C:16]=2[Cl:15])(=[O:26])=[O:25])[CH2:3][C:4]([OH:6])=[O:5])[CH:12]=[CH:11][CH:10]=[CH:9][CH:8]=1. (8) Given the reactants [CH:1]([NH:4][CH:5]([CH3:7])[CH3:6])([CH3:3])[CH3:2].[Br:8][C@H:9]([CH:13]([CH3:15])[CH3:14])[C:10]([OH:12])=[O:11], predict the reaction product. The product is: [CH:1]([NH:4][CH:5]([CH3:7])[CH3:6])([CH3:3])[CH3:2].[Br:8][C@H:9]([CH:13]([CH3:15])[CH3:14])[C:10]([OH:12])=[O:11]. (9) Given the reactants [CH:1]([N:4]([S:17]([C:20]1[S:21][CH:22]=[CH:23][CH:24]=1)(=[O:19])=[O:18])[C:5]1[CH:6]=[CH:7][CH:8]=[C:9]2[C:13]=1[NH:12][C:11]([C:14]([NH2:16])=O)=[CH:10]2)([CH3:3])[CH3:2].COC1C=CC(P2(SP(C3C=CC(OC)=CC=3)(=S)S2)=[S:34])=CC=1, predict the reaction product. The product is: [CH:1]([N:4]([S:17]([C:20]1[S:21][CH:22]=[CH:23][CH:24]=1)(=[O:19])=[O:18])[C:5]1[CH:6]=[CH:7][CH:8]=[C:9]2[C:13]=1[NH:12][C:11]([C:14](=[S:34])[NH2:16])=[CH:10]2)([CH3:3])[CH3:2]. (10) Given the reactants [O:1]=[C:2]1[C:7]([CH2:8][C:9]2[CH:14]=[CH:13][C:12]([C:15]3[C:16]([C:21]#[N:22])=[CH:17][CH:18]=[CH:19][CH:20]=3)=[CH:11][CH:10]=2)=[C:6]([CH2:23][CH2:24][CH3:25])[N:5]2[N:26]=[CH:27][N:28]=[C:4]2[NH:3]1.[C:29]([C:32]1[CH:37]=[CH:36][C:35](B(O)O)=[CH:34][CH:33]=1)(=[O:31])[CH3:30].[CH2:41](N(CC)CC)C.N1C=CC=CC=1, predict the reaction product. The product is: [OH:31][C:29]([C:32]1[CH:37]=[CH:36][C:35]([N:3]2[C:2](=[O:1])[C:7]([CH2:8][C:9]3[CH:10]=[CH:11][C:12]([C:15]4[C:16]([C:21]#[N:22])=[CH:17][CH:18]=[CH:19][CH:20]=4)=[CH:13][CH:14]=3)=[C:6]([CH2:23][CH2:24][CH3:25])[N:5]3[N:26]=[CH:27][N:28]=[C:4]23)=[CH:34][CH:33]=1)([CH3:41])[CH3:30].